Dataset: Retrosynthesis with 50K atom-mapped reactions and 10 reaction types from USPTO. Task: Predict the reactants needed to synthesize the given product. (1) Given the product CCOC(=O)C(C)(C)c1ccc(-c2ccc(-c3onc(C)c3NC(=O)OC(C)c3ccccc3F)cc2)cc1, predict the reactants needed to synthesize it. The reactants are: CCOC(=O)C(C)(C)c1ccc(Br)cc1.Cc1noc(-c2ccc(B3OC(C)(C)C(C)(C)O3)cc2)c1NC(=O)OC(C)c1ccccc1F. (2) Given the product FC(F)(F)c1cc(CNCC2(c3ccccc3)CCC3(CC2)OCCO3)cc(C(F)(F)F)c1, predict the reactants needed to synthesize it. The reactants are: NCc1cc(C(F)(F)F)cc(C(F)(F)F)c1.O=CC1(c2ccccc2)CCC2(CC1)OCCO2. (3) Given the product Nc1ccc2ncn(C(CC(=O)O)c3ccccc3)c2c1, predict the reactants needed to synthesize it. The reactants are: CCOC(=O)CC(c1ccccc1)n1cnc2ccc(N)cc21. (4) Given the product COC(=O)[C@H](Cc1ccc(OCc2c(Cl)cccc2Cl)cc1)NC(=O)c1c(C(C)=O)c(C)n(C)c1C, predict the reactants needed to synthesize it. The reactants are: CC(=O)c1c(C(=O)O)c(C)n(C)c1C.COC(=O)[C@@H](N)Cc1ccc(OCc2c(Cl)cccc2Cl)cc1. (5) Given the product COc1c(C(C)n2nc(C)c3c(N)ncnc32)cc(Cl)c(C#N)c1C1CN(S(C)(=O)=O)C1, predict the reactants needed to synthesize it. The reactants are: COc1c(C(C)n2nc(C)c3c(N)ncnc32)cc(Cl)c(C#N)c1C1CNC1.CS(=O)(=O)Cl. (6) Given the product CC(C)Oc1ccc(-n2c(C(=O)O)cc3cc(Oc4cccc(C(F)(F)F)c4)ncc32)cc1, predict the reactants needed to synthesize it. The reactants are: CCOC(=O)c1cc2cc(Oc3cccc(C(F)(F)F)c3)ncc2n1-c1ccc(OC(C)C)cc1. (7) Given the product CCCCC12CCC(=O)C=C1c1ccc(N)cc1C2, predict the reactants needed to synthesize it. The reactants are: CCCCC12CCC(=O)C=C1c1ccc(NC(C)=O)cc1C2. (8) Given the product COC(=O)CCCCCOc1ccc2nc(-c3ccc(OC)cc3)n(CCCN3CCN(c4ccccc4)CC3)c2c1, predict the reactants needed to synthesize it. The reactants are: COC(=O)CCCCCOc1ccc2nc(-c3ccc(OC)cc3)n(CCC=O)c2c1.c1ccc(N2CCNCC2)cc1.